This data is from Reaction yield outcomes from USPTO patents with 853,638 reactions. The task is: Predict the reaction yield, written as a fraction of the theoretical maximum amount of product (1.0 means a 100% yield; for example, 0.34 means a 34% yield). (1) The reactants are Cl[C:2]1[NH:10][C:9]2[C:4](=[N:5][CH:6]=[CH:7][CH:8]=2)[C:3]=1[C:11]#[N:12].[CH3:13][O:14][CH2:15][C@@H:16]1[CH2:20][CH2:19][C@@H:18]([CH2:21][O:22][CH3:23])[NH:17]1. No catalyst specified. The product is [CH3:13][O:14][CH2:15][C@@H:16]1[CH2:20][CH2:19][C@@H:18]([CH2:21][O:22][CH3:23])[N:17]1[C:2]1[NH:10][C:9]2[C:4](=[N:5][CH:6]=[CH:7][CH:8]=2)[C:3]=1[C:11]#[N:12]. The yield is 0.170. (2) The reactants are [CH:1]1([N:7]=[C:8]=[O:9])[CH2:6][CH2:5][CH2:4][CH2:3][CH2:2]1.[O:10]1[C:14]2[CH:15]=[CH:16][C:17]([C:19]#[C:20][C@@H:21]3[C@H:25]4[O:26][CH2:27][C@H:28]([NH2:29])[C@H:24]4[O:23][CH2:22]3)=[CH:18][C:13]=2[O:12][CH2:11]1. The catalyst is ClCCl. The product is [O:10]1[C:14]2[CH:15]=[CH:16][C:17]([C:19]#[C:20][C@@H:21]3[C@H:25]4[O:26][CH2:27][C@H:28]([NH:29][C:8]([NH:7][CH:1]5[CH2:6][CH2:5][CH2:4][CH2:3][CH2:2]5)=[O:9])[C@H:24]4[O:23][CH2:22]3)=[CH:18][C:13]=2[O:12][CH2:11]1. The yield is 0.860. (3) The reactants are [F:1][C:2]1[CH:8]=[CH:7][C:5]([NH2:6])=[CH:4][C:3]=1[O:9]C.B(Br)(Br)Br. The catalyst is ClCCl. The product is [NH2:6][C:5]1[CH:7]=[CH:8][C:2]([F:1])=[C:3]([OH:9])[CH:4]=1. The yield is 0.930. (4) The reactants are C(Cl)(=O)C(Cl)=O.CS(C)=O.[CH3:11][C:12]1([CH2:20][OH:21])[CH2:19][CH2:18][CH2:17][CH:16]=[CH:15][CH2:14][CH2:13]1.C(N(CC)CC)C. The catalyst is ClCCl. The product is [CH3:11][C:12]1([CH:20]=[O:21])[CH2:19][CH2:18][CH2:17][CH:16]=[CH:15][CH2:14][CH2:13]1. The yield is 0.940. (5) The reactants are [Br:1][C:2]1[CH:7]=[CH:6][C:5]([O:8][CH:9]([F:11])[F:10])=[C:4]([O:12][CH3:13])[C:3]=1[O:14]COC.Cl. The catalyst is CO. The product is [Br:1][C:2]1[C:3]([OH:14])=[C:4]([O:12][CH3:13])[C:5]([O:8][CH:9]([F:10])[F:11])=[CH:6][CH:7]=1. The yield is 0.930. (6) The reactants are Br[C:2]1[CH:3]=[N:4][CH:5]=[N:6][CH:7]=1.[Li]CCCC.C(O)C.[Br:16][C:17]1[CH:24]=[CH:23][C:20]([CH:21]=[O:22])=[CH:19][CH:18]=1. The catalyst is C1COCC1.CCOCC. The product is [Br:16][C:17]1[CH:24]=[CH:23][C:20]([CH:21]([C:2]2[CH:3]=[N:4][CH:5]=[N:6][CH:7]=2)[OH:22])=[CH:19][CH:18]=1. The yield is 0.910. (7) The reactants are [F:1][C:2]1[CH:7]=[CH:6][C:5]([OH:8])=[CH:4][CH:3]=1.[C:9](O)([CH3:12])([CH3:11])[CH3:10].S(=O)(=O)(O)O. The catalyst is C(Cl)Cl. The product is [C:9]([C:6]1[CH:7]=[C:2]([F:1])[CH:3]=[CH:4][C:5]=1[OH:8])([CH3:12])([CH3:11])[CH3:10]. The yield is 0.420. (8) The yield is 0.503. The catalyst is C1(C)C=CC=CC=1. The product is [Cl:1][C:2]1[CH:3]=[CH:4][C:5]([C:9]2[O:10][CH:11]=[CH:12][N:13]=2)=[C:6]([O-:8])[CH:7]=1.[Li+:18]. The reactants are [Cl:1][C:2]1[CH:3]=[CH:4][C:5]([C:9]2[O:10][CH:11]=[CH:12][N:13]=2)=[C:6]([OH:8])[CH:7]=1.CO.C[O-].[Li+:18]. (9) The product is [CH3:30][N:29]([CH3:31])[C:13]1[S:14][C@H:15]2[O:16][C@H:17]([C@H:18]([OH:21])[CH2:19][F:20])[C@@H:9]([OH:8])[C@H:10]([OH:32])[C@H:11]2[N:12]=1. The catalyst is ClCCl. The yield is 0.230. The reactants are C([O:8][C@@H:9]1[C@@H:17]([C@@H:18]([O:21]CC2C=CC=CC=2)[CH2:19][F:20])[O:16][C@H:15]2[C@H:11]([N:12]=[C:13]([N:29]([CH3:31])[CH3:30])[S:14]2)[C@H:10]1[O:32]CC1C=CC=CC=1)C1C=CC=CC=1.B(Cl)(Cl)Cl.CO.[NH4+].[OH-]. (10) The catalyst is C1COCC1. The product is [CH3:1][O:2][C:3]1[N:10]=[C:9]([CH3:11])[CH:8]=[C:7]([CH2:12][CH2:27][CH2:26][CH:25]=[CH2:24])[C:4]=1[C:5]#[N:6]. The reactants are [CH3:1][O:2][C:3]1[N:10]=[C:9]([CH3:11])[CH:8]=[C:7]([CH3:12])[C:4]=1[C:5]#[N:6].[Li+].C[Si]([N-][Si](C)(C)C)(C)C.Br[CH2:24][CH2:25][CH:26]=[CH2:27].[Cl-].[NH4+]. The yield is 0.420.